Predict the reactants needed to synthesize the given product. From a dataset of Full USPTO retrosynthesis dataset with 1.9M reactions from patents (1976-2016). Given the product [C:23]1([C:8](=[CH2:1])[CH2:9][CH2:10][CH2:11][C:12]2[CH:17]=[CH:16][C:15]([CH2:18][C:19]([O:21][CH3:22])=[O:20])=[CH:14][CH:13]=2)[CH:28]=[CH:27][CH:26]=[CH:25][CH:24]=1, predict the reactants needed to synthesize it. The reactants are: [CH3:1]C(C)([O-])C.[K+].O=[C:8]([C:23]1[CH:28]=[CH:27][CH:26]=[CH:25][CH:24]=1)[CH2:9][CH2:10][CH2:11][C:12]1[CH:17]=[CH:16][C:15]([CH2:18][C:19]([O:21][CH3:22])=[O:20])=[CH:14][CH:13]=1.